This data is from Full USPTO retrosynthesis dataset with 1.9M reactions from patents (1976-2016). The task is: Predict the reactants needed to synthesize the given product. (1) Given the product [Cl:1][C:2]1[CH:23]=[C:22]([O:24][CH:25]2[CH2:30][CH2:29][CH2:28][CH2:27][O:26]2)[CH:21]=[CH:20][C:3]=1[CH2:4][N:5]([C:6]1[CH:11]=[CH:10][C:9]([O:12][CH2:13][CH2:14][N:15]2[CH2:16][CH2:17][CH2:18][CH2:19]2)=[CH:8][CH:7]=1)[C:43](=[O:44])[CH2:42][C:38]([CH3:41])([CH3:40])[CH3:39], predict the reactants needed to synthesize it. The reactants are: [Cl:1][C:2]1[CH:23]=[C:22]([O:24][CH:25]2[CH2:30][CH2:29][CH2:28][CH2:27][O:26]2)[CH:21]=[CH:20][C:3]=1[CH2:4][NH:5][C:6]1[CH:11]=[CH:10][C:9]([O:12][CH2:13][CH2:14][N:15]2[CH2:19][CH2:18][CH2:17][CH2:16]2)=[CH:8][CH:7]=1.C(N(CC)CC)C.[C:38]([CH2:42][C:43](Cl)=[O:44])([CH3:41])([CH3:40])[CH3:39].C(=O)(O)[O-].[Na+]. (2) The reactants are: C(O[C:5](=[O:7])[CH3:6])(=O)C.[Cl:8][C:9]1[CH:15]=[CH:14][C:12]([NH2:13])=[CH:11][C:10]=1[OH:16]. Given the product [Cl:8][C:9]1[CH:15]=[CH:14][C:12]([NH:13][C:5](=[O:7])[CH3:6])=[CH:11][C:10]=1[OH:16], predict the reactants needed to synthesize it. (3) Given the product [C:1]([O:9][CH2:10][CH2:11][CH2:12][CH2:13][C:22]1[CH:29]=[CH:28][C:27]([CH2:10][CH2:11][CH2:12][CH2:13][O:16][C:15](=[O:18])[C:2]2[CH:7]=[CH:6][CH:5]=[CH:4][CH:3]=2)=[C:24]([C:25]#[N:26])[C:23]=1[C:31]#[N:32])(=[O:8])[C:2]1[CH:7]=[CH:6][CH:5]=[CH:4][CH:3]=1, predict the reactants needed to synthesize it. The reactants are: [C:1]([O:9][CH2:10][CH2:11][CH2:12][CH2:13]Cl)(=[O:8])[C:2]1[CH:7]=[CH:6][CH:5]=[CH:4][CH:3]=1.[C:15](=[O:18])([O-])[O-:16].[K+].[K+].O[C:22]1[CH:29]=[CH:28][C:27](O)=[C:24]([C:25]#[N:26])[C:23]=1[C:31]#[N:32].O. (4) Given the product [Cl:35][C:16]1[N:17]=[CH:18][C:13]2[C:12]([C:21]3[CH:22]=[C:23]([O:31][CH3:32])[C:24]([O:29][CH3:30])=[C:25]([O:27][CH3:28])[CH:26]=3)=[C:11]([C:7]3[CH:6]=[C:5]4[C:10](=[CH:9][CH:8]=3)[N:2]([CH3:1])[CH:3]=[CH:4]4)[O:20][C:14]=2[N:15]=1, predict the reactants needed to synthesize it. The reactants are: [CH3:1][N:2]1[C:10]2[C:5](=[CH:6][C:7]([C:11]3[O:20][C:14]4[NH:15][C:16](=O)[N:17]=[CH:18][C:13]=4[C:12]=3[C:21]3[CH:26]=[C:25]([O:27][CH3:28])[C:24]([O:29][CH3:30])=[C:23]([O:31][CH3:32])[CH:22]=3)=[CH:8][CH:9]=2)[CH:4]=[CH:3]1.P(Cl)(Cl)([Cl:35])=O. (5) Given the product [CH3:1][O:2][C:3](=[O:13])[C:4]1[C:9]([Cl:10])=[CH:8][C:7]([Br:18])=[CH:6][C:5]=1[Cl:12], predict the reactants needed to synthesize it. The reactants are: [CH3:1][O:2][C:3](=[O:13])[C:4]1[C:9]([Cl:10])=[CH:8][C:7](N)=[CH:6][C:5]=1[Cl:12].N([O-])=O.[Na+].[BrH:18].